Dataset: Catalyst prediction with 721,799 reactions and 888 catalyst types from USPTO. Task: Predict which catalyst facilitates the given reaction. (1) Product: [Cl:3][CH2:4][CH2:5][CH2:6][O:7][C:8]1[CH:9]=[CH:10][C:11]([N+:16]([O-:18])=[O:17])=[C:12]([CH2:13][OH:14])[CH:15]=1. The catalyst class is: 5. Reactant: [BH4-].[Na+].[Cl:3][CH2:4][CH2:5][CH2:6][O:7][C:8]1[CH:9]=[CH:10][C:11]([N+:16]([O-:18])=[O:17])=[C:12]([CH:15]=1)[CH:13]=[O:14]. (2) Product: [CH:2]([C@@H:3]([NH:8][C:9]([C@@H:11]1[CH2:16][CH2:15][CH2:14][CH2:13][C@@H:12]1[NH:17][C:18]([C:20]1[N:21]([CH3:29])[C:22]2[C:27]([CH:28]=1)=[CH:26][CH:25]=[CH:24][CH:23]=2)=[O:19])=[O:10])[CH2:4][CH:5]([CH3:7])[CH3:6])=[O:1]. The catalyst class is: 16. Reactant: [OH:1][CH2:2][C@@H:3]([NH:8][C:9]([C@@H:11]1[CH2:16][CH2:15][CH2:14][CH2:13][C@@H:12]1[NH:17][C:18]([C:20]1[N:21]([CH3:29])[C:22]2[C:27]([CH:28]=1)=[CH:26][CH:25]=[CH:24][CH:23]=2)=[O:19])=[O:10])[CH2:4][CH:5]([CH3:7])[CH3:6].C(N(CC)CC)C. (3) The catalyst class is: 4. Reactant: [Al+3].[Cl-].[Cl-].[Cl-].[CH3:5][C:6]([N:23]1[CH2:28][CH2:27][O:26][CH2:25][CH2:24]1)([CH3:22])[C:7]([C:9]1[CH:14]=[CH:13][C:12]([S:15][C:16]2[CH:21]=[CH:20][CH:19]=[CH:18][CH:17]=2)=[CH:11][CH:10]=1)=[O:8].[Br:29][C:30]([CH3:35])([CH3:34])[C:31](Br)=[O:32]. Product: [Br:29][C:30]([CH3:35])([CH3:34])[C:31]([C:19]1[CH:20]=[CH:21][C:16]([S:15][C:12]2[CH:13]=[CH:14][C:9]([C:7](=[O:8])[C:6]([CH3:5])([N:23]3[CH2:24][CH2:25][O:26][CH2:27][CH2:28]3)[CH3:22])=[CH:10][CH:11]=2)=[CH:17][CH:18]=1)=[O:32]. (4) Reactant: [CH3:1][C:2]1[N:3]([S:12]([C:15]2[CH:20]=[CH:19][CH:18]=[CH:17][CH:16]=2)(=[O:14])=[O:13])[CH:4]=[CH:5][C:6]=1[C:7]([O:9][CH2:10][CH3:11])=[O:8].[Br:21]N1C(=O)CCC1=O. Product: [Br:21][CH2:1][C:2]1[N:3]([S:12]([C:15]2[CH:20]=[CH:19][CH:18]=[CH:17][CH:16]=2)(=[O:14])=[O:13])[CH:4]=[CH:5][C:6]=1[C:7]([O:9][CH2:10][CH3:11])=[O:8]. The catalyst class is: 340. (5) Reactant: [OH-].[Al+3:2].[OH-].[OH-].[C:5]([OH:13])(=[O:12])[CH:6]([CH2:8][C:9]([OH:11])=[O:10])[OH:7]. Product: [C:5]([O-:13])(=[O:12])[CH:6]([CH2:8][C:9]([O-:11])=[O:10])[OH:7].[Al+3:2].[C:5]([O-:13])(=[O:12])[CH:6]([CH2:8][C:9]([O-:11])=[O:10])[OH:7].[C:5]([O-:13])(=[O:12])[CH:6]([CH2:8][C:9]([O-:11])=[O:10])[OH:7].[Al+3:2]. The catalyst class is: 6. (6) Reactant: Br[CH2:2][C:3]([C:5]1[CH:10]=[CH:9][C:8]([I:11])=[CH:7][CH:6]=1)=O.[NH2:12][C:13]1[CH:18]=[CH:17][CH:16]=[CH:15][N:14]=1.C(=O)([O-])O.[Na+]. Product: [I:11][C:8]1[CH:9]=[CH:10][C:5]([C:3]2[N:12]=[C:13]3[CH:18]=[CH:17][CH:16]=[CH:15][N:14]3[CH:2]=2)=[CH:6][CH:7]=1. The catalyst class is: 8. (7) Reactant: [OH:1][C:2]1[CH:9]=[CH:8][C:7]([O:10][CH3:11])=[CH:6][C:3]=1[CH:4]=[O:5].[C:12](=O)([O-])[O-].[Cs+].[Cs+].C1(C)C(S(O[CH2:28][CH2:29][O:30][S:31]([C:34]2[C:35](C)=[CH:36][CH:37]=[CH:38][CH:39]=2)(=[O:33])=[O:32])(=O)=O)=CC=CC=1. Product: [CH3:11][O:10][C:7]1[CH:8]=[CH:9][C:2]([O:1][CH2:28][CH2:29][O:30][S:31]([C:34]2[CH:39]=[CH:38][C:37]([CH3:12])=[CH:36][CH:35]=2)(=[O:32])=[O:33])=[C:3]([CH:6]=1)[CH:4]=[O:5]. The catalyst class is: 3. (8) Reactant: [Br:1][C:2]1[CH:7]=[CH:6][C:5]([C:8]([CH3:15])([CH3:14])[C:9](OCC)=[O:10])=[CH:4][CH:3]=1.[H-].[H-].[H-].[H-].[Li+].[Al+3].O.Cl. Product: [Br:1][C:2]1[CH:3]=[CH:4][C:5]([C:8]([CH3:15])([CH3:14])[CH2:9][OH:10])=[CH:6][CH:7]=1. The catalyst class is: 1. (9) Reactant: [H-].[Na+].[OH:3][C@H:4]1[CH2:8][CH2:7][O:6][CH2:5]1.Cl[CH2:10][C:11]1[CH:16]=[CH:15][CH:14]=[CH:13][N:12]=1. Product: [O:6]1[CH2:7][CH2:8][C@H:4]([O:3][CH2:10][C:11]2[CH:16]=[CH:15][CH:14]=[CH:13][N:12]=2)[CH2:5]1. The catalyst class is: 1. (10) Reactant: Br[CH2:2][C:3](=O)[C:4]([O:6][CH2:7][CH3:8])=[O:5].[N:10]1C=CC=CC=1.[NH2:16][C:17]1[CH:24]=[CH:23][CH:22]=[CH:21][C:18]=1[CH:19]=O.N1CCCC1. Product: [NH2:10][C:2]1[C:3]([C:4]([O:6][CH2:7][CH3:8])=[O:5])=[N:16][C:17]2[C:18]([CH:19]=1)=[CH:21][CH:22]=[CH:23][CH:24]=2. The catalyst class is: 14.